Dataset: Catalyst prediction with 721,799 reactions and 888 catalyst types from USPTO. Task: Predict which catalyst facilitates the given reaction. (1) Reactant: Cl.C(OC([N:9]1[CH2:14][CH2:13][N:12]([C:15]2[CH:20]=[CH:19][C:18](/[CH:21]=[CH:22]/[C:23]3[CH:28]=[C:27]([Cl:29])[CH:26]=[C:25]([CH2:30][N:31]4[CH:35]=[CH:34][N:33]=[CH:32]4)[CH:24]=3)=[CH:17][CH:16]=2)[CH2:11][CH2:10]1)=O)(C)(C)C. Product: [ClH:29].[N:31]1([CH2:30][C:25]2[CH:24]=[C:23]([CH:28]=[C:27]([Cl:29])[CH:26]=2)/[CH:22]=[CH:21]/[C:18]2[CH:19]=[CH:20][C:15]([N:12]3[CH2:11][CH2:10][NH:9][CH2:14][CH2:13]3)=[CH:16][CH:17]=2)[CH:35]=[CH:34][N:33]=[CH:32]1. The catalyst class is: 12. (2) Reactant: [F:1][C:2]1[CH:3]=[C:4]([C:12]([C:14]2[CH:19]=[CH:18][C:17]([F:20])=[CH:16][CH:15]=2)=O)[CH:5]=[C:6]([C:8]([F:11])([F:10])[F:9])[CH:7]=1.Cl.[NH2:22][OH:23]. Product: [F:1][C:2]1[CH:3]=[C:4]([C:12]([C:14]2[CH:19]=[CH:18][C:17]([F:20])=[CH:16][CH:15]=2)=[N:22][OH:23])[CH:5]=[C:6]([C:8]([F:11])([F:10])[F:9])[CH:7]=1. The catalyst class is: 17. (3) Product: [OH:8][C:9]1[C:10](=[O:90])[N:11]([CH2:86][CH2:87][O:88][CH3:89])[CH:12]=[CH:13][C:14]=1[C:15]([NH:17][CH2:18][CH2:19][N:20]([CH2:62][CH2:63][NH:64][C:65]([C:67]1[CH:72]=[CH:71][N:70]([CH2:73][CH2:74][O:75][CH3:76])[C:69](=[O:77])[C:68]=1[OH:78])=[O:66])[C:21]([C:23]1([OH:54])[CH:28]([C:29]([NH:31][CH2:32][CH2:33][C:34]2[CH:48]=[CH:47][C:37]([O:38][CH2:39][C:40]([OH:42])=[O:41])=[CH:36][CH:35]=2)=[O:30])[CH:27]=[CH:26][N:25]([CH2:49][CH2:50][O:51][CH3:52])[C:24]1=[O:53])=[O:22])=[O:16]. Reactant: C([O:8][C:9]1[C:10](=[O:90])[N:11]([CH2:86][CH2:87][O:88][CH3:89])[CH:12]=[CH:13][C:14]=1[C:15]([NH:17][CH2:18][CH2:19][N:20]([CH2:62][CH2:63][NH:64][C:65]([C:67]1[CH:72]=[CH:71][N:70]([CH2:73][CH2:74][O:75][CH3:76])[C:69](=[O:77])[C:68]=1[O:78]CC1C=CC=CC=1)=[O:66])[C:21]([C:23]1([O:54]CC2C=CC=CC=2)[CH:28]([C:29]([NH:31][CH2:32][CH2:33][C:34]2[CH:48]=[CH:47][C:37]([O:38][CH2:39][C:40]([O:42]C(C)(C)C)=[O:41])=[CH:36][CH:35]=2)=[O:30])[CH:27]=[CH:26][N:25]([CH2:49][CH2:50][O:51][CH3:52])[C:24]1=[O:53])=[O:22])=[O:16])C1C=CC=CC=1.Cl. The catalyst class is: 15. (4) Reactant: [Cl-].[C:2]1([CH3:28])[CH:7]=[C:6]([CH3:8])[CH:5]=[C:4]([CH3:9])[C:3]=1[N+:10]1[CH:14]=[CH:13][N:12]([CH2:15][CH2:16][CH2:17][Si:18]([O:25][CH2:26][CH3:27])([O:22][CH2:23][CH3:24])[O:19][CH2:20][CH3:21])[CH:11]=1.[F:29][C:30]([F:36])([F:35])[S:31]([O-:34])(=[O:33])=[O:32].[K+]. Product: [O-:34][S:31]([C:30]([F:36])([F:35])[F:29])(=[O:33])=[O:32].[C:4]1([CH3:9])[CH:5]=[C:6]([CH3:8])[CH:7]=[C:2]([CH3:28])[C:3]=1[N+:10]1[CH:14]=[CH:13][N:12]([CH2:15][CH2:16][CH2:17][Si:18]([O:25][CH2:26][CH3:27])([O:22][CH2:23][CH3:24])[O:19][CH2:20][CH3:21])[CH:11]=1. The catalyst class is: 2.